Task: Predict the reaction yield, written as a fraction of the theoretical maximum amount of product (1.0 means a 100% yield; for example, 0.34 means a 34% yield).. Dataset: Reaction yield outcomes from USPTO patents with 853,638 reactions (1) The reactants are NC(N)=O.[Br:5][C:6]1[CH:10]=[N:9][N:8]([CH3:11])[C:7]=1[C:12]1[CH:13]=[C:14]([NH2:20])[CH:15]=[CH:16][C:17]=1[O:18][CH3:19].[Cl:21][C:22]1[CH:27]=[CH:26][C:25]([N:28]=[C:29]=[O:30])=[C:24]([C:31]([F:34])([F:33])[F:32])[CH:23]=1. The catalyst is C(Cl)Cl. The product is [Br:5][C:6]1[CH:10]=[N:9][N:8]([CH3:11])[C:7]=1[C:12]1[CH:13]=[C:14]([NH:20][C:29]([NH:28][C:25]2[CH:26]=[CH:27][C:22]([Cl:21])=[CH:23][C:24]=2[C:31]([F:33])([F:32])[F:34])=[O:30])[CH:15]=[CH:16][C:17]=1[O:18][CH3:19]. The yield is 0.600. (2) The reactants are [OH:1][N:2]1[C:7]([CH3:9])([CH3:8])[CH2:6][C:5](=[O:10])[CH2:4][C:3]1([CH3:12])[CH3:11].[C:13](#N)[CH3:14].OO.S([O-])([O-])=O.[Na+].[Na+]. The catalyst is O.O.C(O)(=O)CC(CC(O)=O)(C(O)=O)O.C1CCCCC1. The product is [CH:14]1([O:1][N:2]2[C:7]([CH3:8])([CH3:9])[CH2:6][C:5](=[O:10])[CH2:4][C:3]2([CH3:12])[CH3:11])[CH2:13][CH2:5][CH2:4][CH2:3][CH2:11]1. The yield is 0.640. (3) The reactants are [CH3:1][O:2][C:3]1[CH:4]=[C:5]2[C:9](=[CH:10][CH:11]=1)[NH:8][N:7]=[C:6]2[C:12]([NH:14][CH2:15][CH:16]1[CH2:21][CH2:20][N:19]([CH2:22][C:23]2[S:24][CH:25]=[C:26]([C:28]([O:30]C)=[O:29])[N:27]=2)[CH2:18][CH2:17]1)=[O:13].[OH-].[Na+]. The catalyst is CO. The product is [CH3:1][O:2][C:3]1[CH:4]=[C:5]2[C:9](=[CH:10][CH:11]=1)[NH:8][N:7]=[C:6]2[C:12]([NH:14][CH2:15][CH:16]1[CH2:21][CH2:20][N:19]([CH2:22][C:23]2[S:24][CH:25]=[C:26]([C:28]([OH:30])=[O:29])[N:27]=2)[CH2:18][CH2:17]1)=[O:13]. The yield is 0.430.